From a dataset of Forward reaction prediction with 1.9M reactions from USPTO patents (1976-2016). Predict the product of the given reaction. (1) Given the reactants [F:1][C:2]([F:19])([O:7][C:8]1[CH:18]=[CH:17][C:11]([C:12](OCC)=[O:13])=[CH:10][CH:9]=1)[C:3]([F:6])([F:5])[F:4].O.[NH2:21][NH2:22], predict the reaction product. The product is: [F:1][C:2]([F:19])([O:7][C:8]1[CH:18]=[CH:17][C:11]([C:12]([NH:21][NH2:22])=[O:13])=[CH:10][CH:9]=1)[C:3]([F:6])([F:5])[F:4]. (2) Given the reactants Cl[CH2:2][CH2:3][NH:4][C:5]([NH:7][CH:8]1[CH2:13][CH2:12][N:11]([S:14]([C:17]2[CH:22]=[C:21]([C:23]#[N:24])[CH:20]=[CH:19][C:18]=2[O:25][C:26]2[CH:31]=[C:30]([Cl:32])[CH:29]=[C:28]([Cl:33])[CH:27]=2)(=[O:16])=[O:15])[CH2:10][CH2:9]1)=[O:6].C(=O)([O-])[O-].[K+].[K+].[NH:40]1[CH2:45][CH2:44][O:43][CH2:42][CH2:41]1, predict the reaction product. The product is: [C:23]([C:21]1[CH:20]=[CH:19][C:18]([O:25][C:26]2[CH:27]=[C:28]([Cl:33])[CH:29]=[C:30]([Cl:32])[CH:31]=2)=[C:17]([S:14]([N:11]2[CH2:10][CH2:9][CH:8]([NH:7][C:5]([NH:4][CH2:3][CH2:2][N:40]3[CH2:45][CH2:44][O:43][CH2:42][CH2:41]3)=[O:6])[CH2:13][CH2:12]2)(=[O:15])=[O:16])[CH:22]=1)#[N:24]. (3) Given the reactants [CH2:1]([C:3]1[CH:4]=[C:5]([C:12]2[CH:17]=[CH:16][C:15]([C:18]3[CH:19]=[C:20]([NH:23]CCCC4C=NC=CC=4)[NH:21][N:22]=3)=[CH:14][CH:13]=2)[CH:6]=[CH:7][C:8]=1[O:9]OC)[CH3:2].B(Br)(Br)Br, predict the reaction product. The product is: [CH2:1]([C:3]1[CH:4]=[C:5]([C:12]2[CH:13]=[CH:14][C:15]([C:18]3[CH:19]=[C:20]([NH2:23])[NH:21][N:22]=3)=[CH:16][CH:17]=2)[CH:6]=[CH:7][C:8]=1[OH:9])[CH3:2]. (4) Given the reactants [NH3:1].C(O[CH:6](Br)[CH2:7]Br)(=O)C.O=[C:11]([CH3:18])[CH2:12][C:13]([O:15][CH2:16][CH3:17])=[O:14], predict the reaction product. The product is: [CH3:18][C:11]1[NH:1][CH:7]=[CH:6][C:12]=1[C:13]([O:15][CH2:16][CH3:17])=[O:14].